Dataset: Catalyst prediction with 721,799 reactions and 888 catalyst types from USPTO. Task: Predict which catalyst facilitates the given reaction. (1) Reactant: [CH:1]([Sn](CCCC)(CCCC)CCCC)=[C:2]([CH3:4])[CH3:3].[NH2:18][C:19]1[CH:24]=[N:23][C:22](Br)=[CH:21][N:20]=1.C(N(CC)C(C)C)(C)C.[Cl-].[Li+]. Product: [NH2:18][C:19]1[CH:24]=[N:23][C:22]([CH:1]=[C:2]([CH3:4])[CH3:3])=[CH:21][N:20]=1. The catalyst class is: 427. (2) Reactant: CC(C)([O-])C.[Na+].[NH:7]1[CH2:12][CH2:11][O:10][CH2:9][CH2:8]1.[Br:13][CH:14](Br)[CH2:15][CH2:16][CH2:17][CH2:18][CH3:19]. Product: [Br:13][CH2:14][CH2:15][CH2:16][CH2:17][CH2:18][CH2:19][N:7]1[CH2:12][CH2:11][O:10][CH2:9][CH2:8]1. The catalyst class is: 1. (3) The catalyst class is: 32. Reactant: [OH:1][C@H:2]([C:27]1[CH:32]=[CH:31][C:30]([OH:33])=[C:29]([CH2:34][OH:35])[CH:28]=1)[CH2:3][NH:4][CH2:5][CH2:6][C:7]1[CH:26]=[CH:25][C:10]([O:11][CH2:12][CH2:13][O:14][CH2:15][C:16]2[CH:17]=[C:18]([CH:22]=[CH:23][CH:24]=2)[C:19]([NH2:21])=[O:20])=[CH:9][CH:8]=1.[ClH:36]. Product: [ClH:36].[OH:1][C@H:2]([C:27]1[CH:32]=[CH:31][C:30]([OH:33])=[C:29]([CH2:34][OH:35])[CH:28]=1)[CH2:3][NH:4][CH2:5][CH2:6][C:7]1[CH:26]=[CH:25][C:10]([O:11][CH2:12][CH2:13][O:14][CH2:15][C:16]2[CH:17]=[C:18]([CH:22]=[CH:23][CH:24]=2)[C:19]([NH2:21])=[O:20])=[CH:9][CH:8]=1. (4) Reactant: [Cl:1]N1C(=O)CCC1=O.[Cl:9][C:10]1[CH:11]=[N:12][CH:13]=[C:14]([Cl:34])[C:15]=1[CH2:16][C:17]([C:19]1[C:20]2[N:21]([N:27]=[C:28]([C:30]([F:33])([F:32])[F:31])[CH:29]=2)[C:22]([O:25][CH3:26])=[CH:23][CH:24]=1)=[O:18].S([O-])([O-])(=O)=S.[Na+].[Na+]. Product: [Cl:1][C:29]1[C:28]([C:30]([F:31])([F:32])[F:33])=[N:27][N:21]2[C:22]([O:25][CH3:26])=[CH:23][CH:24]=[C:19]([C:17](=[O:18])[CH2:16][C:15]3[C:14]([Cl:34])=[CH:13][N:12]=[CH:11][C:10]=3[Cl:9])[C:20]=12. The catalyst class is: 3.